From a dataset of Full USPTO retrosynthesis dataset with 1.9M reactions from patents (1976-2016). Predict the reactants needed to synthesize the given product. (1) Given the product [F:25][C:4]1[C:5]([CH3:24])=[C:6]([C:9]2[CH:10]=[N:11][N:12]([C:15]3[CH:23]=[CH:22][C:18]([C:19]([N:32]4[CH2:33][CH2:34][N:29]([CH:26]([CH3:28])[CH3:27])[C@@H:30]([CH3:35])[CH2:31]4)=[O:20])=[CH:17][N:16]=3)[C:13]=2[OH:14])[CH:7]=[CH:8][C:3]=1[C:1]#[N:2], predict the reactants needed to synthesize it. The reactants are: [C:1]([C:3]1[CH:8]=[CH:7][C:6]([C:9]2[CH:10]=[N:11][N:12]([C:15]3[CH:23]=[CH:22][C:18]([C:19](O)=[O:20])=[CH:17][N:16]=3)[C:13]=2[OH:14])=[C:5]([CH3:24])[C:4]=1[F:25])#[N:2].[CH:26]([N:29]1[CH2:34][CH2:33][NH:32][CH2:31][C@@H:30]1[CH3:35])([CH3:28])[CH3:27]. (2) Given the product [CH3:11][C:3]1([C:4]([O:6][CH2:7][CH3:8])=[O:5])[CH2:9][O:10][C:12](=[O:13])[N:1]([C:23]([O:22][C:19]([CH3:21])([CH3:20])[CH3:18])=[O:24])[CH2:2]1, predict the reactants needed to synthesize it. The reactants are: [NH2:1][CH2:2][C:3]([CH3:11])([CH2:9][OH:10])[C:4]([O:6][CH2:7][CH3:8])=[O:5].[C:12]([O-])([O-])=[O:13].[K+].[K+].[CH3:18][C:19]([O:22][C:23](O[C:23]([O:22][C:19]([CH3:21])([CH3:20])[CH3:18])=[O:24])=[O:24])([CH3:21])[CH3:20].CCN(CC)CC. (3) The reactants are: [CH:1]1([N:7]2[CH2:11][CH2:10][CH:9]([C:12]([O:14][CH3:15])=[O:13])[C:8]2=[O:16])[CH2:6][CH2:5][CH2:4][CH2:3][CH2:2]1.C[O-].[Na+].[CH2:20](Br)[C:21]1[CH:26]=[CH:25][CH:24]=[CH:23][CH:22]=1. Given the product [CH2:20]([C:9]1([C:12]([O:14][CH3:15])=[O:13])[CH2:10][CH2:11][N:7]([CH:1]2[CH2:2][CH2:3][CH2:4][CH2:5][CH2:6]2)[C:8]1=[O:16])[C:21]1[CH:26]=[CH:25][CH:24]=[CH:23][CH:22]=1, predict the reactants needed to synthesize it. (4) Given the product [NH2:1][CH2:2][CH2:3][CH2:4][O:5][C:6]1[N:11]=[C:10]([C@H:12]2[CH2:16][CH2:15][CH2:14][N:13]2[C:17]2[CH:22]=[CH:21][N:20]3[N:23]=[CH:24][C:25]([C:26]([OH:28])=[O:27])=[C:19]3[N:18]=2)[CH:9]=[CH:8][CH:7]=1, predict the reactants needed to synthesize it. The reactants are: [NH2:1][CH2:2][CH2:3][CH2:4][O:5][C:6]1[N:11]=[C:10]([C@H:12]2[CH2:16][CH2:15][CH2:14][N:13]2[C:17]2[CH:22]=[CH:21][N:20]3[N:23]=[CH:24][C:25]([C:26]([O:28]CC)=[O:27])=[C:19]3[N:18]=2)[CH:9]=[CH:8][CH:7]=1.C1COCC1.CO.[Li+].[OH-].Cl. (5) Given the product [CH:45]1([O:44][C:42]([NH:41][C@@H:40]([CH2:39][CH2:38][CH2:37][CH2:36][CH2:35][CH2:34][CH2:33][NH:32][C:27]2[CH:28]=[CH:29][CH:30]=[CH:31][C:26]=2[S:23](=[O:24])(=[O:25])[NH:22][C:20]([C@@:15]2([NH:14][C:13]([C@@H:9]3[CH2:10][CH2:11][CH2:12][NH:8]3)=[O:53])[CH2:17][C@H:16]2[CH:18]=[CH2:19])=[O:21])[C:50]([OH:52])=[O:51])=[O:43])[CH2:49][CH2:48][CH2:47][CH2:46]1, predict the reactants needed to synthesize it. The reactants are: C(OC([N:8]1[CH2:12][CH2:11][CH2:10][C@H:9]1[C:13](=[O:53])[NH:14][C@:15]1([C:20]([NH:22][S:23]([C:26]2[CH:31]=[CH:30][CH:29]=[CH:28][C:27]=2[NH:32][CH2:33][CH2:34][CH2:35][CH2:36][CH2:37][CH2:38][CH2:39][C@@H:40]([C:50]([OH:52])=[O:51])[NH:41][C:42]([O:44][CH:45]2[CH2:49][CH2:48][CH2:47][CH2:46]2)=[O:43])(=[O:25])=[O:24])=[O:21])[CH2:17][C@H:16]1[CH:18]=[CH2:19])=O)(C)(C)C.C(O)(C(F)(F)F)=O. (6) Given the product [ClH:4].[NH2:5][C:6]1[NH:10][N:9]=[C:8]([NH:11][C:12]2[CH:17]=[C:16]([C:18]([F:20])([F:19])[F:21])[C:15]([C:22]3[CH:27]=[CH:26][C:25]([S:28]([NH:31][CH:32]4[CH2:33][CH2:34][NH:35][CH2:36][CH2:37]4)(=[O:29])=[O:30])=[C:24]([O:45][CH3:46])[CH:23]=3)=[C:14]([Cl:47])[CH:13]=2)[N:7]=1, predict the reactants needed to synthesize it. The reactants are: C([Cl:4])(=O)C.[NH2:5][C:6]1[NH:10][N:9]=[C:8]([NH:11][C:12]2[CH:17]=[C:16]([C:18]([F:21])([F:20])[F:19])[C:15]([C:22]3[CH:27]=[CH:26][C:25]([S:28]([NH:31][CH:32]4[CH2:37][CH2:36][N:35](C(OC(C)(C)C)=O)[CH2:34][CH2:33]4)(=[O:30])=[O:29])=[C:24]([O:45][CH3:46])[CH:23]=3)=[C:14]([Cl:47])[CH:13]=2)[N:7]=1. (7) Given the product [C:18]1([CH:10]([C:7]2[O:6][C:5]([Si:4]([CH:1]([CH3:3])[CH3:2])([CH:12]([CH3:14])[CH3:13])[CH:15]([CH3:17])[CH3:16])=[N:9][CH:8]=2)[OH:11])[CH:23]=[CH:22][CH:21]=[CH:20][CH:19]=1, predict the reactants needed to synthesize it. The reactants are: [CH:1]([Si:4]([CH:15]([CH3:17])[CH3:16])([CH:12]([CH3:14])[CH3:13])[C:5]1[O:6][C:7]([CH:10]=[O:11])=[CH:8][N:9]=1)([CH3:3])[CH3:2].[C:18]1([Mg]Br)[CH:23]=[CH:22][CH:21]=[CH:20][CH:19]=1.[NH4+].[Cl-].ClCCl.